From a dataset of NCI-60 drug combinations with 297,098 pairs across 59 cell lines. Regression. Given two drug SMILES strings and cell line genomic features, predict the synergy score measuring deviation from expected non-interaction effect. (1) Drug 1: CCC1=C2CN3C(=CC4=C(C3=O)COC(=O)C4(CC)O)C2=NC5=C1C=C(C=C5)O. Drug 2: CC1C(C(CC(O1)OC2CC(CC3=C2C(=C4C(=C3O)C(=O)C5=CC=CC=C5C4=O)O)(C(=O)C)O)N)O. Cell line: TK-10. Synergy scores: CSS=49.6, Synergy_ZIP=-3.70, Synergy_Bliss=-2.04, Synergy_Loewe=-8.56, Synergy_HSA=1.23. (2) Drug 1: C1=NC(=NC(=O)N1C2C(C(C(O2)CO)O)O)N. Drug 2: C1=CC=C(C=C1)NC(=O)CCCCCCC(=O)NO. Cell line: NCI/ADR-RES. Synergy scores: CSS=55.1, Synergy_ZIP=-4.41, Synergy_Bliss=-4.22, Synergy_Loewe=-29.0, Synergy_HSA=-2.34. (3) Drug 1: CC1C(C(=O)NC(C(=O)N2CCCC2C(=O)N(CC(=O)N(C(C(=O)O1)C(C)C)C)C)C(C)C)NC(=O)C3=C4C(=C(C=C3)C)OC5=C(C(=O)C(=C(C5=N4)C(=O)NC6C(OC(=O)C(N(C(=O)CN(C(=O)C7CCCN7C(=O)C(NC6=O)C(C)C)C)C)C(C)C)C)N)C. Drug 2: CCN(CC)CCNC(=O)C1=C(NC(=C1C)C=C2C3=C(C=CC(=C3)F)NC2=O)C. Cell line: PC-3. Synergy scores: CSS=0.563, Synergy_ZIP=-2.44, Synergy_Bliss=-4.51, Synergy_Loewe=-8.13, Synergy_HSA=-8.07. (4) Drug 1: CC1=C2C(C(=O)C3(C(CC4C(C3C(C(C2(C)C)(CC1OC(=O)C(C(C5=CC=CC=C5)NC(=O)OC(C)(C)C)O)O)OC(=O)C6=CC=CC=C6)(CO4)OC(=O)C)OC)C)OC. Drug 2: CS(=O)(=O)CCNCC1=CC=C(O1)C2=CC3=C(C=C2)N=CN=C3NC4=CC(=C(C=C4)OCC5=CC(=CC=C5)F)Cl. Cell line: HS 578T. Synergy scores: CSS=62.5, Synergy_ZIP=9.61, Synergy_Bliss=9.62, Synergy_Loewe=-25.1, Synergy_HSA=7.84. (5) Drug 1: CC(C)CN1C=NC2=C1C3=CC=CC=C3N=C2N. Drug 2: C1C(C(OC1N2C=NC3=C2NC=NCC3O)CO)O. Cell line: NCI-H522. Synergy scores: CSS=-1.14, Synergy_ZIP=0.798, Synergy_Bliss=1.08, Synergy_Loewe=-0.589, Synergy_HSA=-0.478. (6) Drug 1: CN1C(=O)N2C=NC(=C2N=N1)C(=O)N. Drug 2: C1CNP(=O)(OC1)N(CCCl)CCCl. Cell line: SNB-75. Synergy scores: CSS=6.81, Synergy_ZIP=-2.18, Synergy_Bliss=-1.90, Synergy_Loewe=-4.07, Synergy_HSA=-1.92.